From a dataset of Full USPTO retrosynthesis dataset with 1.9M reactions from patents (1976-2016). Predict the reactants needed to synthesize the given product. (1) Given the product [CH3:16][C:7]1[CH:6]([C:4]([O:3][CH2:1][CH3:2])=[O:5])[CH2:10][C:9](=[O:11])[CH:8]=1, predict the reactants needed to synthesize it. The reactants are: [CH2:1]([O:3][C:4]([C:6]1[CH2:10][C:9]([O-:11])=[C:8](C(OC)=O)[C:7]=1[CH3:16])=[O:5])[CH3:2].[Na+].CC(O)=O.[I-].[Na+]. (2) Given the product [N+:16](/[CH:19]=[CH:7]/[C:6]1[CH:9]=[CH:10][C:3]([C:1]#[N:2])=[CH:4][CH:5]=1)([O-:18])=[O:17], predict the reactants needed to synthesize it. The reactants are: [C:1]([C:3]1[CH:10]=[CH:9][C:6]([CH:7]=O)=[CH:5][CH:4]=1)#[N:2].C(N)CCC.[N+:16]([CH3:19])([O-:18])=[O:17].